This data is from Cav3 T-type calcium channel HTS with 100,875 compounds. The task is: Binary Classification. Given a drug SMILES string, predict its activity (active/inactive) in a high-throughput screening assay against a specified biological target. (1) The compound is O=C(NCc1ccc(cc1)C)Cn1c(ccc1)C(=O)c1ccccc1. The result is 1 (active). (2) The molecule is Clc1cc(c(F)cc1)/C=N\n1c(SC)nnc1. The result is 0 (inactive). (3) The compound is O1CCN(CCOCCOCCN(CC1)C(OC(C)(C)C)=O)C(OC(C)(C)C)=O. The result is 0 (inactive).